This data is from Reaction yield outcomes from USPTO patents with 853,638 reactions. The task is: Predict the reaction yield, written as a fraction of the theoretical maximum amount of product (1.0 means a 100% yield; for example, 0.34 means a 34% yield). (1) The reactants are [C:1]([O:5][C:6]([N:8]1[CH2:11][CH:10]([CH2:12][NH2:13])[CH2:9]1)=[O:7])([CH3:4])([CH3:3])[CH3:2].[Cl:14][C:15]1[CH:22]=[C:21]([Cl:23])[CH:20]=[CH:19][C:16]=1[CH:17]=O.C(O)(=O)C.C(O[BH-](OC(=O)C)OC(=O)C)(=O)C.[Na+].[OH-].[Na+]. The catalyst is ClCCCl. The product is [C:1]([O:5][C:6]([N:8]1[CH2:11][CH:10]([CH2:12][NH:13][CH2:17][C:16]2[CH:19]=[CH:20][C:21]([Cl:23])=[CH:22][C:15]=2[Cl:14])[CH2:9]1)=[O:7])([CH3:4])([CH3:3])[CH3:2]. The yield is 0.650. (2) The reactants are C(OC(=O)[NH:7][C@H:8]([C:10]1[N:14]([C:15]2[CH:20]=[CH:19][CH:18]=[CH:17][N:16]=2)[C:13]2[C:21]([C:26]#[N:27])=[C:22]([F:25])[CH:23]=[CH:24][C:12]=2[N:11]=1)[CH3:9])(C)(C)C.[ClH:29]. The catalyst is O1CCOCC1. The product is [ClH:29].[ClH:29].[NH2:7][C@H:8]([C:10]1[N:14]([C:15]2[CH:20]=[CH:19][CH:18]=[CH:17][N:16]=2)[C:13]2[C:21]([C:26]#[N:27])=[C:22]([F:25])[CH:23]=[CH:24][C:12]=2[N:11]=1)[CH3:9]. The yield is 1.00. (3) The reactants are [H-].[Na+].[Br:3][C:4]1[CH:5]=[CH:6][C:7](Cl)=[N:8][CH:9]=1.[CH:11]([OH:14])([CH3:13])[CH3:12]. No catalyst specified. The product is [Br:3][C:4]1[CH:5]=[CH:6][C:7]([O:14][CH:11]([CH3:13])[CH3:12])=[N:8][CH:9]=1. The yield is 0.780. (4) The reactants are [F:1][C:2]1[CH:3]=[C:4]([CH:7]=[C:8]([OH:11])[C:9]=1[OH:10])[CH:5]=[O:6].C(=O)([O-])[O-].[Cs+].[Cs+].Br[CH2:19][CH2:20]Br. The catalyst is CN(C=O)C.ClCCl. The product is [F:1][C:2]1[C:9]2[O:10][CH2:19][CH2:20][O:11][C:8]=2[CH:7]=[C:4]([CH:5]=[O:6])[CH:3]=1. The yield is 0.870. (5) The reactants are [Br-:1].[C:2]([CH:5]([CH2:29][CH2:30]C)[CH2:6][CH2:7][N:8]1[C:12]2[CH:13]=[CH:14][CH:15]=[CH:16][C:11]=2[S:10][C:9]1=[CH:17][C:18]1[C:27]2[C:22](=[CH:23][CH:24]=[CH:25][CH:26]=2)[N+:21]([CH3:28])=[CH:20][CH:19]=1)([OH:4])=[O:3].[Br-].C(C(CC)CCC[N+]1C2C=CC=CC=2SC=1C)(O)=O.[Br-].CC1SC2C=CC=CC=2[NH+]=1. No catalyst specified. The product is [Br-:1].[C:2]([CH:5]([CH2:29][CH3:30])[CH2:6][CH2:7][N:8]1[C:12]2[CH:13]=[CH:14][CH:15]=[CH:16][C:11]=2[S:10][C:9]1=[CH:17][C:18]1[C:27]2[C:22](=[CH:23][CH:24]=[CH:25][CH:26]=2)[N+:21]([CH3:28])=[CH:20][CH:19]=1)([OH:4])=[O:3]. The yield is 0.220.